Dataset: Peptide-MHC class II binding affinity with 134,281 pairs from IEDB. Task: Regression. Given a peptide amino acid sequence and an MHC pseudo amino acid sequence, predict their binding affinity value. This is MHC class II binding data. (1) The peptide sequence is FNGGESKLKAEATTD. The MHC is DRB1_1302 with pseudo-sequence DRB1_1302. The binding affinity (normalized) is 0.177. (2) The peptide sequence is SVGSLGRYKDEKDVT. The binding affinity (normalized) is 0.0286. The MHC is HLA-DPA10103-DPB10201 with pseudo-sequence HLA-DPA10103-DPB10201. (3) The peptide sequence is MLLDNMEVRGGMVAP. The MHC is DRB3_0202 with pseudo-sequence DRB3_0202. The binding affinity (normalized) is 0. (4) The peptide sequence is TFTVEKGSNEKHLAV. The MHC is HLA-DQA10102-DQB10602 with pseudo-sequence HLA-DQA10102-DQB10602. The binding affinity (normalized) is 0.254.